This data is from NCI-60 drug combinations with 297,098 pairs across 59 cell lines. The task is: Regression. Given two drug SMILES strings and cell line genomic features, predict the synergy score measuring deviation from expected non-interaction effect. (1) Drug 1: CC1=C(C=C(C=C1)C(=O)NC2=CC(=CC(=C2)C(F)(F)F)N3C=C(N=C3)C)NC4=NC=CC(=N4)C5=CN=CC=C5. Drug 2: CC1=C(C(=O)C2=C(C1=O)N3CC4C(C3(C2COC(=O)N)OC)N4)N. Cell line: OVCAR-8. Synergy scores: CSS=18.2, Synergy_ZIP=3.62, Synergy_Bliss=1.18, Synergy_Loewe=-19.5, Synergy_HSA=-4.46. (2) Drug 1: CN(C)N=NC1=C(NC=N1)C(=O)N. Drug 2: C1=NC2=C(N=C(N=C2N1C3C(C(C(O3)CO)O)F)Cl)N. Cell line: K-562. Synergy scores: CSS=26.8, Synergy_ZIP=-3.71, Synergy_Bliss=-3.97, Synergy_Loewe=-25.0, Synergy_HSA=-2.78. (3) Drug 1: CN(CC1=CN=C2C(=N1)C(=NC(=N2)N)N)C3=CC=C(C=C3)C(=O)NC(CCC(=O)O)C(=O)O. Drug 2: C1CN(P(=O)(OC1)NCCCl)CCCl. Cell line: NCI/ADR-RES. Synergy scores: CSS=2.75, Synergy_ZIP=-2.46, Synergy_Bliss=-3.25, Synergy_Loewe=-16.7, Synergy_HSA=-7.34. (4) Drug 1: C1CC(=O)NC(=O)C1N2CC3=C(C2=O)C=CC=C3N. Drug 2: C1=CN(C(=O)N=C1N)C2C(C(C(O2)CO)O)O.Cl. Cell line: NCI-H460. Synergy scores: CSS=47.9, Synergy_ZIP=1.17, Synergy_Bliss=2.43, Synergy_Loewe=-17.1, Synergy_HSA=4.29. (5) Drug 1: CC12CCC3C(C1CCC2=O)CC(=C)C4=CC(=O)C=CC34C. Drug 2: CC1=C(N=C(N=C1N)C(CC(=O)N)NCC(C(=O)N)N)C(=O)NC(C(C2=CN=CN2)OC3C(C(C(C(O3)CO)O)O)OC4C(C(C(C(O4)CO)O)OC(=O)N)O)C(=O)NC(C)C(C(C)C(=O)NC(C(C)O)C(=O)NCCC5=NC(=CS5)C6=NC(=CS6)C(=O)NCCC[S+](C)C)O. Cell line: SR. Synergy scores: CSS=81.0, Synergy_ZIP=0.786, Synergy_Bliss=0.551, Synergy_Loewe=-0.266, Synergy_HSA=1.58.